Dataset: Full USPTO retrosynthesis dataset with 1.9M reactions from patents (1976-2016). Task: Predict the reactants needed to synthesize the given product. (1) Given the product [CH:29]([C:28]1[C:25]([CH3:24])=[C:26]([NH2:27])[N:2]([C:4]2[CH:14]=[CH:13][CH:12]=[CH:6][CH:5]=2)[N:3]=1)([CH3:31])[CH3:30], predict the reactants needed to synthesize it. The reactants are: Cl.[NH:2]([C:4]1[CH:5]=[C:6]([CH:12]=[CH:13][CH:14]=1)C(OCC)=O)[NH2:3].CC(C)(C)C(=O)CC#N.[CH3:24][CH:25]([C:28](=O)[CH:29]([CH3:31])[CH3:30])[C:26]#[N:27]. (2) Given the product [C:16]([O:20][C:21](=[O:27])[NH:22][CH2:23][CH2:24][CH2:25][NH:15][CH:13]([C:10]1[N:11]=[N:12][N:8]([C:4]2[CH:5]=[CH:6][CH:7]=[C:2]([Cl:1])[CH:3]=2)[N:9]=1)[CH3:14])([CH3:19])([CH3:18])[CH3:17], predict the reactants needed to synthesize it. The reactants are: [Cl:1][C:2]1[CH:3]=[C:4]([N:8]2[N:12]=[N:11][C:10]([CH:13]([NH2:15])[CH3:14])=[N:9]2)[CH:5]=[CH:6][CH:7]=1.[C:16]([O:20][C:21](=[O:27])[NH:22][CH2:23][CH2:24][CH:25]=O)([CH3:19])([CH3:18])[CH3:17].[BH-](OC(C)=O)(OC(C)=O)OC(C)=O.[Na+]. (3) Given the product [CH:1]([CH:3]([C:11]#[N:13])[C:4]1[CH:9]=[CH:8][CH:7]=[CH:6][CH:5]=1)=[CH2:2], predict the reactants needed to synthesize it. The reactants are: [CH:1]([CH:3](Cl)[C:4]1[CH:9]=[CH:8][CH:7]=[CH:6][CH:5]=1)=[CH2:2].[C:11](#[N:13])C.[C-]#N.[K+].CCCCCC. (4) Given the product [NH2:1][C:2]1[S:3][C:4]2[CH:10]=[CH:9][CH:8]=[C:7]([OH:11])[C:5]=2[N:6]=1, predict the reactants needed to synthesize it. The reactants are: [NH2:1][C:2]1[S:3][C:4]2[CH:10]=[CH:9][CH:8]=[C:7]([O:11]C)[C:5]=2[N:6]=1. (5) Given the product [CH3:1][O:2][C:3]1[C:11]2[O:10][CH:9]=[C:8]([CH2:12][CH2:13][N:18]3[CH2:19][CH2:20][N:15]([C:21]4[CH:22]=[CH:23][CH:24]=[C:25]5[C:30]=4[N:29]=[CH:28][CH:27]=[CH:26]5)[CH2:16][CH2:17]3)[C:7]=2[CH:6]=[CH:5][CH:4]=1, predict the reactants needed to synthesize it. The reactants are: [CH3:1][O:2][C:3]1[C:11]2[O:10][CH:9]=[C:8]([CH2:12][CH2:13]I)[C:7]=2[CH:6]=[CH:5][CH:4]=1.[N:15]1([C:21]2[CH:22]=[CH:23][CH:24]=[C:25]3[C:30]=2[N:29]=[CH:28][CH:27]=[CH:26]3)[CH2:20][CH2:19][NH:18][CH2:17][CH2:16]1.C(N(CC)C(C)C)(C)C. (6) The reactants are: [NH2:1][C@H:2]1[CH2:7][CH2:6][C@H:5]([NH2:8])[CH2:4][CH2:3]1.[Cl:9][C:10]1[NH:11][C:12]([NH2:19])=[C:13]2[C:17]([N:18]=1)=[N:16][CH:15]=[N:14]2. Given the product [ClH:9].[ClH:9].[NH2:1][C@H:2]1[CH2:7][CH2:6][C@H:5]([NH:8][C:10]2[NH:11][C:12]([NH2:19])=[C:13]3[C:17]([N:18]=2)=[N:16][CH:15]=[N:14]3)[CH2:4][CH2:3]1, predict the reactants needed to synthesize it.